From a dataset of Full USPTO retrosynthesis dataset with 1.9M reactions from patents (1976-2016). Predict the reactants needed to synthesize the given product. (1) The reactants are: [CH2:1]([O:8][C:9]1[CH:14]=[C:13]([N+:15]([O-])=O)[CH:12]=[C:11]([Br:18])[CH:10]=1)[C:2]1[CH:7]=[CH:6][CH:5]=[CH:4][CH:3]=1.C([O-])(O)=O.[Na+]. Given the product [CH2:1]([O:8][C:9]1[CH:14]=[C:13]([CH:12]=[C:11]([Br:18])[CH:10]=1)[NH2:15])[C:2]1[CH:3]=[CH:4][CH:5]=[CH:6][CH:7]=1, predict the reactants needed to synthesize it. (2) The reactants are: [Cl:1][C:2]1[CH:3]=[CH:4][C:5]([C:37]#[N:38])=[C:6]([C:8]2[C:13]([O:14][CH3:15])=[CH:12][N:11]([CH:16]([CH2:34][CH3:35])[C:17]([NH:19][C:20]3[CH:21]=[CH:22][C:23]4[N:24]([CH:26]=[C:27]([C:29]([O:31]CC)=[O:30])[N:28]=4)[CH:25]=3)=[O:18])[C:10](=[O:36])[CH:9]=2)[CH:7]=1.[OH-].[Li+]. Given the product [Cl:1][C:2]1[CH:3]=[CH:4][C:5]([C:37]#[N:38])=[C:6]([C:8]2[C:13]([O:14][CH3:15])=[CH:12][N:11]([CH:16]([CH2:34][CH3:35])[C:17]([NH:19][C:20]3[CH:21]=[CH:22][C:23]4[N:24]([CH:26]=[C:27]([C:29]([OH:31])=[O:30])[N:28]=4)[CH:25]=3)=[O:18])[C:10](=[O:36])[CH:9]=2)[CH:7]=1, predict the reactants needed to synthesize it. (3) Given the product [Cl:20][C:19]1[C:14]([C:12]([N:11]([C:22]2[CH:27]=[CH:26][C:25]([N:28]3[CH2:32][CH2:31][N:30]([CH2:33][C:34]([O:36][CH2:37][CH3:38])=[O:35])[C:29]3=[O:39])=[C:24]([CH2:40][CH3:41])[CH:23]=2)[CH2:10][CH2:9][OH:8])=[O:13])=[C:15]([Cl:21])[N:16]=[CH:17][N:18]=1, predict the reactants needed to synthesize it. The reactants are: [Si]([O:8][CH2:9][CH2:10][N:11]([C:22]1[CH:27]=[CH:26][C:25]([N:28]2[CH2:32][CH2:31][N:30]([CH2:33][C:34]([O:36][CH2:37][CH3:38])=[O:35])[C:29]2=[O:39])=[C:24]([CH2:40][CH3:41])[CH:23]=1)[C:12]([C:14]1[C:15]([Cl:21])=[N:16][CH:17]=[N:18][C:19]=1[Cl:20])=[O:13])(C(C)(C)C)(C)C.Cl.O. (4) The reactants are: [F:1][C:2]1[C:7]([CH2:8][OH:9])=[CH:6][CH:5]=[C:4]([NH:10][CH2:11][C:12]2[CH:13]=[N:14][C:15]([C:18]([F:21])([F:20])[F:19])=[CH:16][CH:17]=2)[N:3]=1.CC(OI1(OC(C)=O)(OC(C)=O)OC(=O)C2C=CC=CC1=2)=O.S([O-])([O-])(=O)=S.[Na+].[Na+].C(=O)([O-])[O-].[K+].[K+]. Given the product [F:1][C:2]1[C:7]([CH:8]=[O:9])=[CH:6][CH:5]=[C:4]([NH:10][CH2:11][C:12]2[CH:13]=[N:14][C:15]([C:18]([F:21])([F:19])[F:20])=[CH:16][CH:17]=2)[N:3]=1, predict the reactants needed to synthesize it. (5) Given the product [CH2:1]([O:3][C:4](=[O:17])[CH:5]([O:14][CH2:15][CH3:16])[CH2:6][C:7]1[CH:8]=[CH:9][C:10]([O:13][CH2:19][CH2:20][C:21]2[CH:26]=[CH:25][C:24]([NH:27][C:28](=[O:32])[CH:29]([CH3:31])[CH3:30])=[CH:23][CH:22]=2)=[CH:11][CH:12]=1)[CH3:2], predict the reactants needed to synthesize it. The reactants are: [CH2:1]([O:3][C:4](=[O:17])[CH:5]([O:14][CH2:15][CH3:16])[CH2:6][C:7]1[CH:12]=[CH:11][C:10]([OH:13])=[CH:9][CH:8]=1)[CH3:2].O[CH2:19][CH2:20][C:21]1[CH:26]=[CH:25][C:24]([NH:27][C:28](=[O:32])[CH:29]([CH3:31])[CH3:30])=[CH:23][CH:22]=1.N(C(N1CCCCC1)=O)=NC(N1CCCCC1)=O.C1(P(C2C=CC=CC=2)C2C=CC=CC=2)C=CC=CC=1. (6) Given the product [F:42][C:40]([F:41])([F:43])[C:35]([C:32]1[CH:31]=[CH:30][C:29]([CH2:28][N:25]2[CH2:24][CH2:23][N:22]([C:20]([C:17]3[CH:18]=[CH:19][C:14]([NH:13][C:5](=[O:7])[CH2:4][CH2:3][C:2]([OH:6])([CH3:8])[CH3:1])=[CH:15][CH:16]=3)=[O:21])[CH2:27][CH2:26]2)=[CH:34][CH:33]=1)([OH:44])[C:36]([F:39])([F:38])[F:37], predict the reactants needed to synthesize it. The reactants are: [CH3:1][C:2]1([CH3:8])[O:6][C:5](=[O:7])[CH2:4][CH2:3]1.C[Al](C)C.[NH2:13][C:14]1[CH:19]=[CH:18][C:17]([C:20]([N:22]2[CH2:27][CH2:26][N:25]([CH2:28][C:29]3[CH:34]=[CH:33][C:32]([C:35]([OH:44])([C:40]([F:43])([F:42])[F:41])[C:36]([F:39])([F:38])[F:37])=[CH:31][CH:30]=3)[CH2:24][CH2:23]2)=[O:21])=[CH:16][CH:15]=1.CN(C)C=O. (7) Given the product [CH3:1][N:2]1[C:6]([N:7]2[C:11]3=[N:12][CH:13]=[CH:14][CH:15]=[C:10]3[CH:9]=[CH:8]2)=[C:5](/[CH:16]=[CH:17]/[C:18]([NH:55][S:52]([CH2:47][CH2:48][CH2:49][CH2:50][CH3:51])(=[O:54])=[O:53])=[O:20])[C:4]([CH3:21])=[N:3]1, predict the reactants needed to synthesize it. The reactants are: [CH3:1][N:2]1[C:6]([N:7]2[C:11]3=[N:12][CH:13]=[CH:14][CH:15]=[C:10]3[CH:9]=[CH:8]2)=[C:5](/[CH:16]=[CH:17]/[C:18]([OH:20])=O)[C:4]([CH3:21])=[N:3]1.CC1C=CC=C([N+]([O-])=O)C=1C(OC(=O)C1C([N+]([O-])=O)=CC=CC=1C)=O.[CH2:47]([S:52]([NH2:55])(=[O:54])=[O:53])[CH2:48][CH2:49][CH2:50][CH3:51].C(N(CC)CC)C.